From a dataset of CYP2D6 inhibition data for predicting drug metabolism from PubChem BioAssay. Regression/Classification. Given a drug SMILES string, predict its absorption, distribution, metabolism, or excretion properties. Task type varies by dataset: regression for continuous measurements (e.g., permeability, clearance, half-life) or binary classification for categorical outcomes (e.g., BBB penetration, CYP inhibition). Dataset: cyp2d6_veith. (1) The molecule is COCCn1c(=O)c(-c2cn(C)c3ccccc23)nc2cnc(OCc3ccccc3)nc21. The result is 0 (non-inhibitor). (2) The drug is COc1ccc(NC(=O)N2CC[C@@]3(CCCNC3)C2)cc1. The result is 0 (non-inhibitor).